Dataset: Peptide-MHC class I binding affinity with 185,985 pairs from IEDB/IMGT. Task: Regression. Given a peptide amino acid sequence and an MHC pseudo amino acid sequence, predict their binding affinity value. This is MHC class I binding data. (1) The peptide sequence is MLIDFRELN. The MHC is Mamu-B6601 with pseudo-sequence Mamu-B6601. The binding affinity (normalized) is 0.391. (2) The peptide sequence is KELYPLTSL. The MHC is HLA-B51:01 with pseudo-sequence HLA-B51:01. The binding affinity (normalized) is 0.